This data is from Forward reaction prediction with 1.9M reactions from USPTO patents (1976-2016). The task is: Predict the product of the given reaction. (1) Given the reactants ClC1SN=NC=1CN1C2=CN=C(C(OCC)=O)C=C2C=C1.N1C2=CN=C(C(OCC)=O)C=C2C=C1.ClC1SN=NC=1CCl.[CH2:44]([O:46][C:47]1[S:51][N:50]=[N:49][C:48]=1[CH2:52][N:53]1[C:57]2=[CH:58][N:59]=[C:60]([C:62]([OH:64])=O)[CH:61]=[C:56]2[CH:55]=[CH:54]1)[CH3:45].[OH-].[Na+].ClC1C(F)=C(C(F)=CC=1)CN1C2=CN=C(C([NH:83][OH:84])=O)C=C2C=C1.Cl.NO, predict the reaction product. The product is: [CH2:44]([O:46][C:47]1[S:51][N:50]=[N:49][C:48]=1[CH2:52][N:53]1[C:57]2=[CH:58][N:59]=[C:60]([C:62]([NH:83][OH:84])=[O:64])[CH:61]=[C:56]2[CH:55]=[CH:54]1)[CH3:45]. (2) Given the reactants B1([O-])OO1.[OH2:5].[OH2:6].O.O.[Na+].[Br:10][C:11]1[CH:17]=[C:16]([F:18])[C:14]([NH2:15])=[C:13]([F:19])[CH:12]=1, predict the reaction product. The product is: [Br:10][C:11]1[CH:17]=[C:16]([F:18])[C:14]([N+:15]([O-:6])=[O:5])=[C:13]([F:19])[CH:12]=1. (3) The product is: [CH3:24][N:25]([CH3:29])[CH2:26][CH2:27][NH:28][C:21]1[C:20]2[C:15](=[CH:16][CH:17]=[CH:18][CH:19]=2)[N:14]=[C:13]([N:2]2[CH2:3][CH2:4][CH2:5][C:6]3[CH:11]=[CH:10][CH:9]=[CH:8][C:7]=3[CH2:1]2)[CH:22]=1. Given the reactants [CH2:1]1[C:7]2[CH:8]=[CH:9][CH:10]=[CH:11][C:6]=2[CH2:5][CH2:4][CH2:3][NH:2]1.Cl[C:13]1[CH:22]=[C:21](Cl)[C:20]2[C:15](=[CH:16][CH:17]=[CH:18][CH:19]=2)[N:14]=1.[CH3:24][N:25]([CH3:29])[CH2:26][CH2:27][NH2:28].ClC1C=C(Cl)C2C(=CC=C(Cl)C=2)N=1.C(N)CN, predict the reaction product. (4) Given the reactants Br[C:2]1[CH:3]=[C:4]2[C:9](=[CH:10][CH:11]=1)[C:8]([O:12][Si](C(C)(C)C)(C)C)=[N:7][C:6]([O:20][Si](C(C)(C)C)(C)C)=[CH:5]2.C([Li])(C)(C)C.[I:33]I.Cl, predict the reaction product. The product is: [I:33][C:2]1[CH:3]=[C:4]2[C:9](=[CH:10][CH:11]=1)[C:8](=[O:12])[NH:7][C:6](=[O:20])[CH2:5]2.